This data is from Reaction yield outcomes from USPTO patents with 853,638 reactions. The task is: Predict the reaction yield, written as a fraction of the theoretical maximum amount of product (1.0 means a 100% yield; for example, 0.34 means a 34% yield). (1) The reactants are C(NCC)C.C(O)(C)(C)C.Br[CH2:12][C:13]([C:15]1[CH:20]=[CH:19][C:18]([N+:21]([O-:23])=[O:22])=[CH:17][CH:16]=1)=[O:14].[N+:24]([C:27]1[CH:32]=[CH:31][C:30]([C:33](=[O:35])[CH3:34])=[CH:29][CH:28]=1)([O-:26])=[O:25]. The catalyst is C1C=CC=CC=1.[Cl-].[Zn+2].[Cl-].O. The product is [N+:21]([C:18]1[CH:19]=[CH:20][C:15]([C:13](=[O:14])[CH2:12][CH2:34][C:33]([C:30]2[CH:29]=[CH:28][C:27]([N+:24]([O-:26])=[O:25])=[CH:32][CH:31]=2)=[O:35])=[CH:16][CH:17]=1)([O-:23])=[O:22]. The yield is 0.610. (2) The reactants are [Cl-].O[NH3+:3].[C:4](=[O:7])([O-])[OH:5].[Na+].CS(C)=O.[CH3:13][C:14]1([O:52][Si](CC)(CC)CC)[CH2:16][CH:15]1[O:17][C@H:18]1[CH2:23][CH2:22][C@H:21]([N:24]2[C:29](=[O:30])[C:28]([CH2:31][C:32]3[CH:37]=[CH:36][C:35]([C:38]4[C:39]([C:44]#[N:45])=[CH:40][CH:41]=[CH:42][CH:43]=4)=[CH:34][CH:33]=3)=[C:27]([CH2:46][CH2:47][CH3:48])[N:26]3[N:49]=[CH:50][CH:51]=[C:25]23)[CH2:20][CH2:19]1. The catalyst is C(OCC)(=O)C. The product is [OH:52][C@:14]1([CH3:13])[CH2:16][C@H:15]1[O:17][C@H:18]1[CH2:23][CH2:22][C@H:21]([N:24]2[C:29](=[O:30])[C:28]([CH2:31][C:32]3[CH:37]=[CH:36][C:35]([C:38]4[CH:43]=[CH:42][CH:41]=[CH:40][C:39]=4[C:44]4[NH:45][C:4](=[O:7])[O:5][N:3]=4)=[CH:34][CH:33]=3)=[C:27]([CH2:46][CH2:47][CH3:48])[N:26]3[N:49]=[CH:50][CH:51]=[C:25]23)[CH2:20][CH2:19]1. The yield is 0.200. (3) The reactants are [CH3:1][S:2](=[O:24])([C:18]1[CH:23]=[CH:22][CH:21]=[CH:20][CH:19]=1)=[N:3][C:4](=[O:17])[C:5]1[CH:10]=[C:9]([C:11]#[C:12][Si](C)(C)C)[CH:8]=[N:7][CH:6]=1.Br[C:26]1[S:30][C:29]([NH:31][C:32](=[O:38])[O:33][C:34]([CH3:37])([CH3:36])[CH3:35])=[N:28][CH:27]=1.C1(P(C2C=CC=CC=2)C2C=CC=CC=2)C=CC=CC=1.C(N(CC)CC)C.[H][H].N#N.[F-].C([N+](CCCC)(CCCC)CCCC)CCC. The catalyst is CN(C=O)C.Cl[Pd](Cl)([P](C1C=CC=CC=1)(C1C=CC=CC=1)C1C=CC=CC=1)[P](C1C=CC=CC=1)(C1C=CC=CC=1)C1C=CC=CC=1.[Cu]I. The product is [CH3:1][S@:2](=[N:3][C:4]([C:5]1[CH:10]=[C:9]([C:11]#[C:12][C:26]2[S:30][C:29]([NH:31][C:32](=[O:38])[O:33][C:34]([CH3:36])([CH3:35])[CH3:37])=[N:28][CH:27]=2)[CH:8]=[N:7][CH:6]=1)=[O:17])(=[O:24])[C:18]1[CH:23]=[CH:22][CH:21]=[CH:20][CH:19]=1. The yield is 0.180. (4) The reactants are [CH:1]([C:3]1[CH:4]=[C:5]2[C:9](=[CH:10][CH:11]=1)[NH:8][N:7]=[CH:6]2)=O.[C:12]([CH2:14][C:15]([NH2:17])=[O:16])#[N:13].N1CCCCC1. The catalyst is C1COCC1. The product is [C:12]([C:14](=[CH:1][C:3]1[CH:4]=[C:5]2[C:9](=[CH:10][CH:11]=1)[NH:8][N:7]=[CH:6]2)[C:15]([NH2:17])=[O:16])#[N:13]. The yield is 0.440. (5) The reactants are [OH-].[Na+].Cl[CH2:4][CH:5]([OH:12])[CH2:6][N:7]([CH2:10][CH3:11])[CH2:8][CH3:9]. The catalyst is O. The product is [CH2:6]([N:7]([CH2:10][CH3:11])[CH2:8][CH3:9])[CH:5]1[O:12][CH2:4]1. The yield is 0.760.